Dataset: Reaction yield outcomes from USPTO patents with 853,638 reactions. Task: Predict the reaction yield, written as a fraction of the theoretical maximum amount of product (1.0 means a 100% yield; for example, 0.34 means a 34% yield). (1) The reactants are [CH:1]1[C:14]2[C:5](=[CH:6][C:7]3[C:12]([C:13]=2[C:15]2[CH:20]=[C:19]([C:21]4[CH:26]=[CH:25][CH:24]=[CH:23][N:22]=4)[N:18]=[C:17]([C:27]4[CH:32]=[CH:31][CH:30]=[CH:29][CH:28]=4)[N:16]=2)=[CH:11][CH:10]=[CH:9][CH:8]=3)[CH:4]=[CH:3][CH:2]=1.[Br:33]N1C(=O)CCC1=O. The catalyst is CN(C)C=O. The product is [Br:33][C:6]1[C:5]2[C:14](=[CH:1][CH:2]=[CH:3][CH:4]=2)[C:13]([C:15]2[CH:20]=[C:19]([C:21]3[CH:26]=[CH:25][CH:24]=[CH:23][N:22]=3)[N:18]=[C:17]([C:27]3[CH:32]=[CH:31][CH:30]=[CH:29][CH:28]=3)[N:16]=2)=[C:12]2[C:7]=1[CH:8]=[CH:9][CH:10]=[CH:11]2. The yield is 0.730. (2) The reactants are C([NH:6][C:7]1[CH:12]=[CH:11][C:10]([N+:13]([O-:15])=[O:14])=[CH:9][C:8]=1[C:16]#[C:17][C:18]([CH3:24])(C)[C:19](OC)=O)(=O)CCC.CCCC[N+](CCCC)(CCCC)CCCC.[F-]. The catalyst is CN(C=O)C. The product is [CH:18]([C:17]1[NH:6][C:7]2[C:8]([CH:16]=1)=[CH:9][C:10]([N+:13]([O-:15])=[O:14])=[CH:11][CH:12]=2)([CH3:24])[CH3:19]. The yield is 0.330. (3) The reactants are [Br:1][C:2]1[CH:7]=[C:6]([C:8]#[CH:9])[CH:5]=[CH:4][C:3]=1[F:10].I[C:12]1[CH:13]=[C:14]([S:18]([F:23])([F:22])([F:21])([F:20])[F:19])[CH:15]=[CH:16][CH:17]=1. No catalyst specified. The product is [Br:1][C:2]1[CH:7]=[C:6]([C:8]#[C:9][C:16]2[CH:17]=[CH:12][CH:13]=[C:14]([S:18]([F:20])([F:22])([F:23])([F:19])[F:21])[CH:15]=2)[CH:5]=[CH:4][C:3]=1[F:10]. The yield is 0.800. (4) The reactants are CS[C:3]1[N:8]=[C:7]([C:9]2[C:17]3[C:12](=[N:13][CH:14]=[C:15]([C:18]([F:21])([F:20])[F:19])[CH:16]=3)[N:11]([S:22]([C:25]3[CH:31]=[CH:30][C:28]([CH3:29])=[CH:27][CH:26]=3)(=[O:24])=[O:23])[CH:10]=2)[C:6]([C:32]#[N:33])=[CH:5][N:4]=1.ClC1C=CC=C(C(OO)=O)C=1.[F:45][C:46]1[C:51]([OH:52])=[C:50]([F:53])[C:49]([F:54])=[C:48]([F:55])[C:47]=1[F:56]. The catalyst is ClCCl. The product is [F:45][C:46]1[C:47]([F:56])=[C:48]([F:55])[C:49]([F:54])=[C:50]([F:53])[C:51]=1[O:52][C:3]1[N:8]=[C:7]([C:9]2[C:17]3[C:12](=[N:13][CH:14]=[C:15]([C:18]([F:19])([F:20])[F:21])[CH:16]=3)[N:11]([S:22]([C:25]3[CH:26]=[CH:27][C:28]([CH3:29])=[CH:30][CH:31]=3)(=[O:24])=[O:23])[CH:10]=2)[C:6]([C:32]#[N:33])=[CH:5][N:4]=1. The yield is 0.310.